This data is from Catalyst prediction with 721,799 reactions and 888 catalyst types from USPTO. The task is: Predict which catalyst facilitates the given reaction. (1) Reactant: [C:1]([N:8]1[CH2:13][CH2:12][NH:11][CH2:10][CH2:9]1)([O:3]C(C)(C)C)=O.[Br:14][C:15]1[CH:23]=[CH:22][C:18]([C:19](O)=O)=[CH:17][CH:16]=1.CN(C(ON1N=NC2C=CC=NC1=2)=[N+](C)C)C.F[P-](F)(F)(F)(F)F.CCN(C(C)C)C(C)C. Product: [Br:14][C:15]1[CH:23]=[CH:22][C:18]([CH2:19][C:1]([N:8]2[CH2:9][CH2:10][NH:11][CH2:12][CH2:13]2)=[O:3])=[CH:17][CH:16]=1. The catalyst class is: 39. (2) The catalyst class is: 50. Product: [OH:8][C:9]1[C:14]([OH:15])=[C:13]([O:23][CH3:24])[CH:12]=[CH:11][C:10]=1[C:25]([C:27]1[C:33]2[CH:34]=[C:35]([O:42][CH3:43])[C:36]([O:40][CH3:41])=[C:37]([O:38][CH3:39])[C:32]=2[CH2:31][CH2:30][CH2:29][CH:28]=1)=[O:26]. Reactant: C([O:8][C:9]1[C:14]([O:15]CC2C=CC=CC=2)=[C:13]([O:23][CH3:24])[CH:12]=[CH:11][C:10]=1[C:25]([C:27]1[C:33]2[CH:34]=[C:35]([O:42][CH3:43])[C:36]([O:40][CH3:41])=[C:37]([O:38][CH3:39])[C:32]=2[CH2:31][CH2:30][CH2:29][CH:28]=1)=[O:26])C1C=CC=CC=1.C1CC=CCC=1.CC(=O)OCC.